Dataset: Forward reaction prediction with 1.9M reactions from USPTO patents (1976-2016). Task: Predict the product of the given reaction. (1) Given the reactants [Br:1][C:2]1[CH:3]=[C:4]([CH2:9][C:10]([OH:12])=[O:11])[CH:5]=[C:6]([Cl:8])[CH:7]=1.Cl.[CH3:14]O, predict the reaction product. The product is: [CH3:14][O:11][C:10](=[O:12])[CH2:9][C:4]1[CH:5]=[C:6]([Cl:8])[CH:7]=[C:2]([Br:1])[CH:3]=1. (2) Given the reactants [Cl:1][C:2]1[CH:10]=[CH:9][C:8]([Cl:11])=[C:7]2[C:3]=1[C:4]([C:20]1[C:28](O)=[CH:27][C:23]3[O:24][CH2:25][O:26][C:22]=3[CH:21]=1)([CH2:18][OH:19])[C:5](=[O:17])[N:6]2[CH2:12][CH2:13][CH2:14][CH2:15][CH3:16].C1(P(C2C=CC=CC=2)C2C=CC=CC=2)C=CC=CC=1.N(C(OC(C)C)=O)=NC(OC(C)C)=O, predict the reaction product. The product is: [Cl:1][C:2]1[CH:10]=[CH:9][C:8]([Cl:11])=[C:7]2[C:3]=1[C:4]1([C:20]3=[CH:21][C:22]4[O:26][CH2:25][O:24][C:23]=4[CH:27]=[C:28]3[O:19][CH2:18]1)[C:5](=[O:17])[N:6]2[CH2:12][CH2:13][CH2:14][CH2:15][CH3:16].